Dataset: Forward reaction prediction with 1.9M reactions from USPTO patents (1976-2016). Task: Predict the product of the given reaction. Given the reactants [BH4-].[Na+].O.C(=O)(O)[O-].[Na+].[F:9][C:10]1[CH:19]=[C:18]2[C:13]([CH2:14][CH2:15][N:16]=[C:17]2[C:20]2[CH:25]=[CH:24][C:23]([C:26]([F:29])([F:28])[F:27])=[CH:22][CH:21]=2)=[CH:12][CH:11]=1, predict the reaction product. The product is: [F:9][C:10]1[CH:19]=[C:18]2[C:13]([CH2:14][CH2:15][NH:16][CH:17]2[C:20]2[CH:25]=[CH:24][C:23]([C:26]([F:29])([F:27])[F:28])=[CH:22][CH:21]=2)=[CH:12][CH:11]=1.